From a dataset of NCI-60 drug combinations with 297,098 pairs across 59 cell lines. Regression. Given two drug SMILES strings and cell line genomic features, predict the synergy score measuring deviation from expected non-interaction effect. (1) Synergy scores: CSS=1.32, Synergy_ZIP=-0.0119, Synergy_Bliss=2.17, Synergy_Loewe=-2.28, Synergy_HSA=0.819. Drug 2: CC1=C(C(=CC=C1)Cl)NC(=O)C2=CN=C(S2)NC3=CC(=NC(=N3)C)N4CCN(CC4)CCO. Drug 1: CC1CCC2CC(C(=CC=CC=CC(CC(C(=O)C(C(C(=CC(C(=O)CC(OC(=O)C3CCCCN3C(=O)C(=O)C1(O2)O)C(C)CC4CCC(C(C4)OC)O)C)C)O)OC)C)C)C)OC. Cell line: BT-549. (2) Drug 1: C1=NC(=NC(=O)N1C2C(C(C(O2)CO)O)O)N. Drug 2: CC1CCC2CC(C(=CC=CC=CC(CC(C(=O)C(C(C(=CC(C(=O)CC(OC(=O)C3CCCCN3C(=O)C(=O)C1(O2)O)C(C)CC4CCC(C(C4)OC)OCCO)C)C)O)OC)C)C)C)OC. Cell line: SF-295. Synergy scores: CSS=10.6, Synergy_ZIP=-8.14, Synergy_Bliss=-6.64, Synergy_Loewe=-3.06, Synergy_HSA=-3.11.